From a dataset of Reaction yield outcomes from USPTO patents with 853,638 reactions. Predict the reaction yield, written as a fraction of the theoretical maximum amount of product (1.0 means a 100% yield; for example, 0.34 means a 34% yield). (1) The reactants are [Cl:1][C:2]1[CH:7]=[CH:6][CH:5]=[CH:4][C:3]=1[CH2:8][N:9]1[C:13]([C:14]2[CH:19]=[CH:18][C:17]([F:20])=[CH:16][CH:15]=2)=[C:12]([C:21]2[CH:26]=[C:25]([C:27]3[N:28]=[N:29][NH:30][N:31]=3)[CH:24]=[CH:23][N:22]=2)[N:11]=[CH:10]1.Br[CH2:33][O:34][C:35](=[O:37])[CH3:36].CC([O-])(C)C.[K+].O. The catalyst is CN(C=O)C. The product is [C:35]([O:34][CH2:33][N:29]1[N:30]=[N:31][C:27]([C:25]2[CH:24]=[CH:23][N:22]=[C:21]([C:12]3[N:11]=[CH:10][N:9]([CH2:8][C:3]4[CH:4]=[CH:5][CH:6]=[CH:7][C:2]=4[Cl:1])[C:13]=3[C:14]3[CH:15]=[CH:16][C:17]([F:20])=[CH:18][CH:19]=3)[CH:26]=2)=[N:28]1)(=[O:37])[CH3:36]. The yield is 0.0860. (2) The reactants are [CH2:1]([C:8]1[CH:13]=[CH:12][C:11]([N:14]2[C:23]3[C:18](=[CH:19][N:20]=[C:21]4[CH:27]=[CH:26][C:25](Cl)=[CH:24][C:22]4=3)[CH:17]=[CH:16][C:15]2=[O:29])=[CH:10][CH:9]=1)[C:2]1[CH:7]=[CH:6][CH:5]=[CH:4][CH:3]=1.[OH:30][C:31]1[CH:36]=[CH:35][C:34](B(O)O)=[CH:33][CH:32]=1.C([O-])([O-])=O.[Na+].[Na+].C(P(C(C)(C)C)C1C=CC=CC=1C1C(C(C)C)=CC(C(C)C)=CC=1C(C)C)(C)(C)C. The catalyst is O1CCOCC1.CCO.Cl[Pd](Cl)([P](C1C=CC=CC=1)(C1C=CC=CC=1)C1C=CC=CC=1)[P](C1C=CC=CC=1)(C1C=CC=CC=1)C1C=CC=CC=1. The product is [CH2:1]([C:8]1[CH:13]=[CH:12][C:11]([N:14]2[C:23]3[C:18](=[CH:19][N:20]=[C:21]4[CH:27]=[CH:26][C:25]([C:34]5[CH:35]=[CH:36][C:31]([OH:30])=[CH:32][CH:33]=5)=[CH:24][C:22]4=3)[CH:17]=[CH:16][C:15]2=[O:29])=[CH:10][CH:9]=1)[C:2]1[CH:7]=[CH:6][CH:5]=[CH:4][CH:3]=1. The yield is 0.640.